From a dataset of Forward reaction prediction with 1.9M reactions from USPTO patents (1976-2016). Predict the product of the given reaction. (1) The product is: [OH:21][NH:20][C:1](=[NH:2])[C:3]1[CH:11]=[CH:10][CH:9]=[C:8]2[C:4]=1[CH:5]=[N:6][N:7]2[C:12]([O:14][C:15]([CH3:17])([CH3:16])[CH3:18])=[O:13]. Given the reactants [C:1]([C:3]1[CH:11]=[CH:10][CH:9]=[C:8]2[C:4]=1[CH:5]=[N:6][N:7]2[C:12]([O:14][C:15]([CH3:18])([CH3:17])[CH3:16])=[O:13])#[N:2].Cl.[NH2:20][OH:21].C(=O)(O)[O-].[Na+], predict the reaction product. (2) Given the reactants [CH3:1][O:2][CH2:3][C:4](Cl)=[O:5].[Br:7][C:8]1[CH:9]=[CH:10][C:11]([N:14]2[CH2:18][CH2:17][C@@H:16]([NH2:19])[CH2:15]2)=[N:12][CH:13]=1.C(N(CC)CC)C, predict the reaction product. The product is: [Br:7][C:8]1[CH:9]=[CH:10][C:11]([N:14]2[CH2:18][CH2:17][C@@H:16]([NH:19][C:4](=[O:5])[CH2:3][O:2][CH3:1])[CH2:15]2)=[N:12][CH:13]=1. (3) Given the reactants [C:1]([C:3]1[CH:4]=[C:5]([CH:9]=[CH:10][CH:11]=1)[C:6](O)=[O:7])#[N:2].B.O1CCCC1, predict the reaction product. The product is: [NH2:2][CH2:1][C:3]1[CH:4]=[C:5]([CH:9]=[CH:10][CH:11]=1)[CH2:6][OH:7]. (4) Given the reactants [C:1]1([CH3:19])[CH:6]=[CH:5][C:4]([S:7]([N:10]2[CH2:15][CH2:14][S:13][CH2:12][C@H:11]2[C:16]([OH:18])=O)(=[O:9])=[O:8])=[CH:3][CH:2]=1.Cl.[CH2:21]([O:23][C:24](=[O:31])[C@H:25]([CH2:27][CH:28]([CH3:30])[CH3:29])[NH2:26])[CH3:22].C1CCC(N=C=NC2CCCCC2)CC1, predict the reaction product. The product is: [CH2:21]([O:23][C:24](=[O:31])[C@@H:25]([NH:26][C:16]([C@@H:11]1[CH2:12][S:13][CH2:14][CH2:15][N:10]1[S:7]([C:4]1[CH:3]=[CH:2][C:1]([CH3:19])=[CH:6][CH:5]=1)(=[O:8])=[O:9])=[O:18])[CH2:27][CH:28]([CH3:29])[CH3:30])[CH3:22].